Dataset: Full USPTO retrosynthesis dataset with 1.9M reactions from patents (1976-2016). Task: Predict the reactants needed to synthesize the given product. (1) Given the product [Br:1][C:2]1[C:11]2[C:6](=[CH:7][C:8]([Br:12])=[CH:9][CH:10]=2)[CH:5]=[C:4]([CH2:13][C:18]2[CH:23]=[CH:22][CH:21]=[CH:20][CH:19]=2)[C:3]=1[O:16][CH3:26].[Br:1][C:2]1[C:11]2[C:6](=[CH:7][C:8]([Br:12])=[CH:9][CH:10]=2)[CH:5]=[C:4]([CH2:13][C:26]2[CH:31]=[CH:30][CH:29]=[CH:28][CH:27]=2)[C:3]=1[OH:16], predict the reactants needed to synthesize it. The reactants are: [Br:1][C:2]1[C:11]2[C:6](=[CH:7][C:8]([Br:12])=[CH:9][CH:10]=2)[CH:5]=[C:4]([C:13](O)=O)[C:3]=1[OH:16].Br[C:18]1[CH:23]=[CH:22][C:21](C)=[CH:20][CH:19]=1.Br[C:26]1[CH:31]=[CH:30][CH:29]=[CH:28][CH:27]=1. (2) Given the product [K+:23].[C@@H:17]([NH:16][C:6]1[CH:5]=[C:4]([CH:9]=[C:8]([N:10]([S:12]([CH3:15])(=[O:14])=[O:13])[CH3:11])[N:7]=1)[C:3]([O-:21])=[O:2])([CH2:19][CH3:20])[CH3:18], predict the reactants needed to synthesize it. The reactants are: C[O:2][C:3](=[O:21])[C:4]1[CH:9]=[C:8]([N:10]([S:12]([CH3:15])(=[O:14])=[O:13])[CH3:11])[N:7]=[C:6]([NH:16][C@H:17]([CH2:19][CH3:20])[CH3:18])[CH:5]=1.[OH-].[K+:23].Cl. (3) Given the product [C:1]1([C@:7]2([C:16]([OH:18])=[O:17])[CH2:9][C@@H:8]2[C:10]2[CH:11]=[CH:12][CH:13]=[CH:14][CH:15]=2)[CH:2]=[CH:3][CH:4]=[CH:5][CH:6]=1, predict the reactants needed to synthesize it. The reactants are: [C:1]1([C@:7]2([C:16]([O:18]C)=[O:17])[CH2:9][C@@H:8]2[C:10]2[CH:15]=[CH:14][CH:13]=[CH:12][CH:11]=2)[CH:6]=[CH:5][CH:4]=[CH:3][CH:2]=1.CC([O-])(C)C.[K+]. (4) Given the product [CH2:25]([O:27][C:28]([C:30]1([C:33]2[CH:38]=[CH:37][C:36]([C:2]3[CH:3]=[CH:4][C:5]([C:8]4[O:12][N:11]=[C:10]([CH3:13])[C:9]=4[NH:14][CH:15]4[CH2:24][CH2:23][C:22]5[C:17](=[CH:18][CH:19]=[CH:20][CH:21]=5)[CH2:16]4)=[CH:6][CH:7]=3)=[CH:35][CH:34]=2)[CH2:31][CH2:32]1)=[O:29])[CH3:26], predict the reactants needed to synthesize it. The reactants are: Br[C:2]1[CH:7]=[CH:6][C:5]([C:8]2[O:12][N:11]=[C:10]([CH3:13])[C:9]=2[NH:14][CH:15]2[CH2:24][CH2:23][C:22]3[C:17](=[CH:18][CH:19]=[CH:20][CH:21]=3)[CH2:16]2)=[CH:4][CH:3]=1.[CH2:25]([O:27][C:28]([C:30]1([C:33]2[CH:38]=[CH:37][C:36](B3OC(C)(C)C(C)(C)O3)=[CH:35][CH:34]=2)[CH2:32][CH2:31]1)=[O:29])[CH3:26]. (5) Given the product [N:41]([CH2:44][CH2:45][NH:46][C:15]([C:12]1[CH:13]=[CH:14][C:9]([C:3]2[CH:4]=[CH:5][C:6]([F:8])=[CH:7][C:2]=2[F:1])=[CH:10][C:11]=1[OH:18])=[O:17])=[N+:42]=[N-:43], predict the reactants needed to synthesize it. The reactants are: [F:1][C:2]1[CH:7]=[C:6]([F:8])[CH:5]=[CH:4][C:3]=1[C:9]1[CH:14]=[CH:13][C:12]([C:15]([OH:17])=O)=[C:11]([OH:18])[CH:10]=1.C1(N=C=NC2CCCCC2)CCCCC1.CN1CCOCC1.[N:41]([CH2:44][CH2:45][NH2:46])=[N+:42]=[N-:43].